From a dataset of Full USPTO retrosynthesis dataset with 1.9M reactions from patents (1976-2016). Predict the reactants needed to synthesize the given product. (1) Given the product [C:57]([C:54]1[CH:55]=[CH:56][C:51]([O:50][C:45]2[CH:44]=[C:43]3[C:48]([CH:49]=[C:40]([C:38]([OH:39])=[O:37])[N:41]=[CH:42]3)=[CH:47][CH:46]=2)=[CH:52][CH:53]=1)([CH3:60])([CH3:58])[CH3:59], predict the reactants needed to synthesize it. The reactants are: COC([C@@H]1CC2C(=CC(O)=CC=2)CN1C(OC(C)(C)C)=O)=O.C(C1C=CC(B(O)O)=CC=1)(C)(C)C.C[O:37][C:38]([C@@H:40]1[CH2:49][C:48]2[C:43](=[CH:44][C:45]([O:50][C:51]3[CH:56]=[CH:55][C:54]([C:57]([CH3:60])([CH3:59])[CH3:58])=[CH:53][CH:52]=3)=[CH:46][CH:47]=2)[CH2:42][N:41]1C(OC(C)(C)C)=O)=[O:39]. (2) Given the product [OH:12][C@@H:8]([CH2:7][C:1]1[CH:2]=[CH:3][CH:4]=[CH:5][CH:6]=1)[C:9]([N:13]1[CH2:18][CH2:17][O:16][CH2:15][CH2:14]1)=[O:11], predict the reactants needed to synthesize it. The reactants are: [C:1]1([CH2:7][C@H:8]([OH:12])[C:9]([OH:11])=O)[CH:6]=[CH:5][CH:4]=[CH:3][CH:2]=1.[NH:13]1[CH2:18][CH2:17][O:16][CH2:15][CH2:14]1.C1CN([P+](ON2N=NC3C=CC=CC2=3)(N2CCCC2)N2CCCC2)CC1.F[P-](F)(F)(F)(F)F.Cl. (3) Given the product [NH2:1][C:2]1[N:7]=[CH:6][C:5]([CH:8]2[CH2:9][CH2:10][S:11](=[O:15])(=[O:14])[CH2:12][CH2:13]2)=[CH:4][C:3]=1[Br:23], predict the reactants needed to synthesize it. The reactants are: [NH2:1][C:2]1[N:7]=[CH:6][C:5]([CH:8]2[CH2:13][CH2:12][S:11](=[O:15])(=[O:14])[CH2:10][CH2:9]2)=[CH:4][CH:3]=1.C1C(=O)N([Br:23])C(=O)C1. (4) Given the product [CH3:35][O:34][CH:3]([O:2][CH3:1])[CH2:4][N:5]([C:6]1[CH:11]=[CH:10][CH:9]=[CH:8][C:7]=1[C:12](=[O:33])[CH2:13][CH2:14][CH:15]1[CH2:20][CH2:19][N:18]([CH2:21][C:22]2[S:26][C:25]([C:27]3[CH:32]=[CH:31][CH:30]=[CH:29][N:28]=3)=[N:24][CH:23]=2)[CH2:17][CH2:16]1)[C:46](=[O:51])[C:47]([O:49][CH3:50])=[O:48], predict the reactants needed to synthesize it. The reactants are: [CH3:1][O:2][CH:3]([O:34][CH3:35])[CH2:4][NH:5][C:6]1[CH:11]=[CH:10][CH:9]=[CH:8][C:7]=1[C:12](=[O:33])[CH2:13][CH2:14][CH:15]1[CH2:20][CH2:19][N:18]([CH2:21][C:22]2[S:26][C:25]([C:27]3[CH:32]=[CH:31][CH:30]=[CH:29][N:28]=3)=[N:24][CH:23]=2)[CH2:17][CH2:16]1.C(N(C(C)C)CC)(C)C.Cl[C:46](=[O:51])[C:47]([O:49][CH3:50])=[O:48]. (5) Given the product [C:1]1([C@@H:7]([NH:9][CH2:10][C@@H:12]2[C:14]3([CH2:19][CH2:18][N:17]([C:21]([O:23][C:24]([CH3:27])([CH3:26])[CH3:25])=[O:22])[CH2:16][CH2:15]3)[CH2:13]2)[CH3:8])[CH:6]=[CH:5][CH:4]=[CH:3][CH:2]=1, predict the reactants needed to synthesize it. The reactants are: [C:1]1([C@@H:7]([NH:9][C:10]([C@@H:12]2[C:14]3([CH2:19][CH2:18][NH:17][CH2:16][CH2:15]3)[CH2:13]2)=O)[CH3:8])[CH:6]=[CH:5][CH:4]=[CH:3][CH:2]=1.B.[C:21](O[C:21]([O:23][C:24]([CH3:27])([CH3:26])[CH3:25])=[O:22])([O:23][C:24]([CH3:27])([CH3:26])[CH3:25])=[O:22]. (6) Given the product [NH:8]1[CH2:9][CH2:10][CH:11]([N:14]2[C@H:18]([C:19]3[CH:23]=[CH:22][S:21][CH:20]=3)[CH2:17][O:16][C:15]2=[O:24])[CH2:12][CH2:13]1, predict the reactants needed to synthesize it. The reactants are: C(OC([N:8]1[CH2:13][CH2:12][CH:11]([N:14]2[C@H:18]([C:19]3[CH:23]=[CH:22][S:21][CH:20]=3)[CH2:17][O:16][C:15]2=[O:24])[CH2:10][CH2:9]1)=O)(C)(C)C.C(O)(C(F)(F)F)=O. (7) Given the product [Cl:29][C:30]1[CH:35]=[CH:34][CH:33]=[CH:32][C:31]=1[NH:36][C:37]([NH:24][C:20]1[CH:21]=[CH:22][CH:23]=[C:18]([C:17]2[C:16]3[C:11](=[C:12]([C:25]([F:26])([F:28])[F:27])[CH:13]=[CH:14][CH:15]=3)[N:10]=[CH:9][C:8]=2[C:3]2[CH:4]=[CH:5][CH:6]=[CH:7][C:2]=2[CH3:1])[CH:19]=1)=[O:38], predict the reactants needed to synthesize it. The reactants are: [CH3:1][C:2]1[CH:7]=[CH:6][CH:5]=[CH:4][C:3]=1[C:8]1[CH:9]=[N:10][C:11]2[C:16]([C:17]=1[C:18]1[CH:19]=[C:20]([NH2:24])[CH:21]=[CH:22][CH:23]=1)=[CH:15][CH:14]=[CH:13][C:12]=2[C:25]([F:28])([F:27])[F:26].[Cl:29][C:30]1[CH:35]=[CH:34][CH:33]=[CH:32][C:31]=1[N:36]=[C:37]=[O:38].